This data is from Forward reaction prediction with 1.9M reactions from USPTO patents (1976-2016). The task is: Predict the product of the given reaction. (1) Given the reactants [NH2:1][C:2]1[C:3]2[CH:25]=[C:24]([C:26]3[C:31]([Cl:32])=[CH:30][CH:29]=[CH:28][C:27]=3[Cl:33])[C:23](=[O:34])[N:22]([CH3:35])[C:4]=2[N:5]=[C:6]([NH:8][C:9]2[CH:14]=[CH:13][C:12]([N:15]3[CH2:20][CH2:19][N:18]([CH3:21])[CH2:17][CH2:16]3)=[CH:11][CH:10]=2)[N:7]=1.[CH3:36][S:37]([OH:40])(=[O:39])=[O:38].C(OCC)C, predict the reaction product. The product is: [S:37]([OH:40])(=[O:39])(=[O:38])[CH3:36].[S:37]([OH:40])(=[O:39])(=[O:38])[CH3:36].[NH2:1][C:2]1[C:3]2[CH:25]=[C:24]([C:26]3[C:27]([Cl:33])=[CH:28][CH:29]=[CH:30][C:31]=3[Cl:32])[C:23](=[O:34])[N:22]([CH3:35])[C:4]=2[N:5]=[C:6]([NH:8][C:9]2[CH:14]=[CH:13][C:12]([N:15]3[CH2:16][CH2:17][N:18]([CH3:21])[CH2:19][CH2:20]3)=[CH:11][CH:10]=2)[N:7]=1. (2) Given the reactants OO.[F:3][C:4]1[CH:11]=[C:10]([NH:12][C@H:13]2[CH2:18][CH2:17][C@H:16]([OH:19])[CH2:15][CH2:14]2)[CH:9]=[CH:8][C:5]=1[C:6]#[N:7].[OH-].[Li+].S([O-])([O-])(=[O:24])=S.[Na+].[Na+], predict the reaction product. The product is: [F:3][C:4]1[CH:11]=[C:10]([NH:12][C@H:13]2[CH2:18][CH2:17][C@H:16]([OH:19])[CH2:15][CH2:14]2)[CH:9]=[CH:8][C:5]=1[C:6]([NH2:7])=[O:24]. (3) Given the reactants [CH2:1]([O:5][C:6]1[CH:7]=[C:8]([CH:17]=[CH:18][CH:19]=1)[CH2:9][N:10]1[CH2:14][CH2:13][CH:12]([C:15]#[N:16])[CH2:11]1)[CH:2]([CH3:4])[CH3:3].[NH2:20][OH:21], predict the reaction product. The product is: [OH:21][NH:20][C:15]([CH:12]1[CH2:13][CH2:14][N:10]([CH2:9][C:8]2[CH:17]=[CH:18][CH:19]=[C:6]([O:5][CH2:1][CH:2]([CH3:4])[CH3:3])[CH:7]=2)[CH2:11]1)=[NH:16]. (4) Given the reactants [CH3:1][N:2]([CH3:24])[CH2:3][CH2:4][C:5]1[S:9][C:8]2[CH:10]=[CH:11][CH:12]=[CH:13][C:7]=2[C:6]=1[C:14]([C:17]1[CH:22]=[CH:21][C:20]([F:23])=[CH:19][N:18]=1)(O)[CH3:15].CS(O)(=O)=O.[NH4+].[OH-], predict the reaction product. The product is: [F:23][C:20]1[CH:21]=[CH:22][C:17]([C:14]([C:6]2[C:7]3[CH:13]=[CH:12][CH:11]=[CH:10][C:8]=3[S:9][C:5]=2[CH2:4][CH2:3][N:2]([CH3:1])[CH3:24])=[CH2:15])=[N:18][CH:19]=1. (5) The product is: [CH3:20][C:16]1([CH3:21])[CH2:15][C:14]2([CH2:22][CH2:23][CH2:24][N:12]([CH:9]3[CH2:10][CH2:11][N:6]([C:4]([C:3]4[C:25]([O:29][CH3:30])=[CH:26][CH:27]=[CH:28][C:2]=4[NH:1][C:34]([NH:33][CH2:31][CH3:32])=[O:35])=[O:5])[CH2:7][CH2:8]3)[CH2:13]2)[C:18](=[O:19])[O:17]1. Given the reactants [NH2:1][C:2]1[CH:28]=[CH:27][CH:26]=[C:25]([O:29][CH3:30])[C:3]=1[C:4]([N:6]1[CH2:11][CH2:10][CH:9]([N:12]2[CH2:24][CH2:23][CH2:22][C:14]3([C:18](=[O:19])[O:17][C:16]([CH3:21])([CH3:20])[CH2:15]3)[CH2:13]2)[CH2:8][CH2:7]1)=[O:5].[CH2:31]([N:33]=[C:34]=[O:35])[CH3:32].C(OC(C)C)(C)C, predict the reaction product. (6) The product is: [C:6]([C:10]1[CH:11]=[C:12]([NH:16][C:17](=[O:18])[NH:19][C@@H:20]2[C:29]3[C:24](=[CH:25][CH:26]=[CH:27][CH:28]=3)[C@H:23]([O:30][C:31]3[CH:32]=[CH:33][C:34]4[N:35]([C:37]([N:40]5[CH2:45][CH2:44][CH:43]([CH2:46][O:47][S:2]([CH3:1])(=[O:4])=[O:3])[CH2:42][CH2:41]5)=[N:38][N:39]=4)[CH:36]=3)[CH2:22][CH2:21]2)[N:13]([CH3:15])[N:14]=1)([CH3:9])([CH3:7])[CH3:8]. Given the reactants [CH3:1][S:2](Cl)(=[O:4])=[O:3].[C:6]([C:10]1[CH:11]=[C:12]([NH:16][C:17]([NH:19][C@@H:20]2[C:29]3[C:24](=[CH:25][CH:26]=[CH:27][CH:28]=3)[C@H:23]([O:30][C:31]3[CH:32]=[CH:33][C:34]4[N:35]([C:37]([N:40]5[CH2:45][CH2:44][CH:43]([CH2:46][OH:47])[CH2:42][CH2:41]5)=[N:38][N:39]=4)[CH:36]=3)[CH2:22][CH2:21]2)=[O:18])[N:13]([CH3:15])[N:14]=1)([CH3:9])([CH3:8])[CH3:7].CCN(C(C)C)C(C)C, predict the reaction product.